Dataset: Full USPTO retrosynthesis dataset with 1.9M reactions from patents (1976-2016). Task: Predict the reactants needed to synthesize the given product. (1) The reactants are: C([Li])CCC.[Cl:6][C:7]1[CH:12]=[CH:11][N:10]=[C:9]([NH2:13])[CH:8]=1.[CH:14]1([C:17]2[CH:18]=[N:19][CH:20]=[C:21]([CH:24]=2)[C:22]#[N:23])[CH2:16][CH2:15]1. Given the product [Cl:6][C:7]1[CH:12]=[CH:11][N:10]=[C:9]([NH:13][C:22](=[NH:23])[C:21]2[CH:24]=[C:17]([CH:14]3[CH2:16][CH2:15]3)[CH:18]=[N:19][CH:20]=2)[CH:8]=1, predict the reactants needed to synthesize it. (2) Given the product [F:19][CH2:18][C:16]1[CH:15]=[C:7]([C:8]([N:10]([CH3:14])[CH2:11][CH2:12][CH3:13])=[O:9])[CH:6]=[C:5]([CH:17]=1)[C:4]([OH:20])=[O:3], predict the reactants needed to synthesize it. The reactants are: C([O:3][C:4](=[O:20])[C:5]1[CH:17]=[C:16]([CH2:18][F:19])[CH:15]=[C:7]([C:8]([N:10]([CH3:14])[CH2:11][CH2:12][CH3:13])=[O:9])[CH:6]=1)C.[OH-].[Li+]. (3) Given the product [C:6]1([S:12]([NH:15][C:16]2[CH:17]=[C:18]([C:23]3[S:27][C:26]([NH:28][C:29](=[O:31])[CH3:30])=[N:25][C:24]=3[CH2:32][S:2]([CH3:1])(=[O:4])=[O:3])[CH:19]=[N:20][C:21]=2[Cl:22])(=[O:14])=[O:13])[CH:11]=[CH:10][CH:9]=[CH:8][CH:7]=1, predict the reactants needed to synthesize it. The reactants are: [CH3:1][S:2]([O-:4])=[O:3].[Na+].[C:6]1([S:12]([NH:15][C:16]2[CH:17]=[C:18]([C:23]3[S:27][C:26]([NH:28][C:29](=[O:31])[CH3:30])=[N:25][C:24]=3[CH2:32]Br)[CH:19]=[N:20][C:21]=2[Cl:22])(=[O:14])=[O:13])[CH:11]=[CH:10][CH:9]=[CH:8][CH:7]=1. (4) Given the product [O:9]=[C:8]1[CH:2]([NH:1][C:21](=[O:22])[O:23][C:24]([CH3:27])([CH3:26])[CH3:25])[CH2:3][S:4][CH2:5][CH2:6][NH:7]1, predict the reactants needed to synthesize it. The reactants are: [NH2:1][CH:2]1[C:8](=[O:9])[NH:7][C:6]2C=CC=C[C:5]=2[S:4][CH2:3]1.C(N(CC)CC)C.[C:21](O[C:21]([O:23][C:24]([CH3:27])([CH3:26])[CH3:25])=[O:22])([O:23][C:24]([CH3:27])([CH3:26])[CH3:25])=[O:22].